This data is from Catalyst prediction with 721,799 reactions and 888 catalyst types from USPTO. The task is: Predict which catalyst facilitates the given reaction. The catalyst class is: 12. Reactant: [F:1][C:2]([F:42])([F:41])[C:3]1[CH:8]=[CH:7][C:6]([N:9]2[CH2:14][CH2:13][CH:12]([O:15][C:16]3[CH:40]=[CH:39][C:19]4[N:20]=[C:21]([C:23]([NH:25][CH:26]5[CH2:31][CH2:30][N:29](C(OC(C)(C)C)=O)[CH2:28][CH2:27]5)=[O:24])[O:22][C:18]=4[CH:17]=3)[CH2:11][CH2:10]2)=[CH:5][CH:4]=1.[ClH:43]. Product: [ClH:43].[ClH:43].[NH:29]1[CH2:30][CH2:31][CH:26]([NH:25][C:23]([C:21]2[O:22][C:18]3[CH:17]=[C:16]([O:15][CH:12]4[CH2:11][CH2:10][N:9]([C:6]5[CH:5]=[CH:4][C:3]([C:2]([F:42])([F:1])[F:41])=[CH:8][CH:7]=5)[CH2:14][CH2:13]4)[CH:40]=[CH:39][C:19]=3[N:20]=2)=[O:24])[CH2:27][CH2:28]1.